This data is from Full USPTO retrosynthesis dataset with 1.9M reactions from patents (1976-2016). The task is: Predict the reactants needed to synthesize the given product. Given the product [Br:1][C:2]1[C:3]([N:9]2[CH2:14][CH2:13][O:12][CH2:11][CH:10]2[C:15]([NH:41][C@@H:39]([C:36]2[CH:37]=[CH:38][C:33]([Cl:32])=[CH:34][CH:35]=2)[CH3:40])=[O:17])=[N:4][C:5]([Cl:8])=[N:6][CH:7]=1, predict the reactants needed to synthesize it. The reactants are: [Br:1][C:2]1[C:3]([N:9]2[CH2:14][CH2:13][O:12][CH2:11][CH:10]2[C:15]([OH:17])=O)=[N:4][C:5]([Cl:8])=[N:6][CH:7]=1.C(Cl)CCl.C1C=CC2N(O)N=NC=2C=1.[Cl:32][C:33]1[CH:38]=[CH:37][C:36]([C@H:39]([NH2:41])[CH3:40])=[CH:35][CH:34]=1.C(N(CC)CC)C.